The task is: Predict the reaction yield, written as a fraction of the theoretical maximum amount of product (1.0 means a 100% yield; for example, 0.34 means a 34% yield).. This data is from Reaction yield outcomes from USPTO patents with 853,638 reactions. The reactants are [Cl:1][C:2]1[CH:11]=[C:10]([F:12])[C:9]([C:13]2[CH:18]=[CH:17][CH:16]=[CH:15][N:14]=2)=[CH:8][C:3]=1[C:4]([O:6]C)=[O:5].[OH-].[Na+]. The catalyst is CO. The product is [Cl:1][C:2]1[CH:11]=[C:10]([F:12])[C:9]([C:13]2[CH:18]=[CH:17][CH:16]=[CH:15][N:14]=2)=[CH:8][C:3]=1[C:4]([OH:6])=[O:5]. The yield is 1.00.